Dataset: Forward reaction prediction with 1.9M reactions from USPTO patents (1976-2016). Task: Predict the product of the given reaction. (1) Given the reactants [C:1]([C:5]1[CH:10]=[C:9](Br)[C:8]([N+:12]([O-:14])=[O:13])=[CH:7][C:6]=1[O:15][CH2:16][C:17]1[CH:22]=[CH:21][CH:20]=[CH:19][CH:18]=1)([CH3:4])([CH3:3])[CH3:2].[F-:23].[K+].[K+].[Br-].Cl[C:28]([F:34])([F:33])C(OC)=O, predict the reaction product. The product is: [C:1]([C:5]1[CH:10]=[C:9]([C:28]([F:34])([F:23])[F:33])[C:8]([N+:12]([O-:14])=[O:13])=[CH:7][C:6]=1[O:15][CH2:16][C:17]1[CH:22]=[CH:21][CH:20]=[CH:19][CH:18]=1)([CH3:4])([CH3:3])[CH3:2]. (2) Given the reactants COC(C1C=C(O)C2C(=C(OCC3C=CC=CC=3)C=CC=2)N=1)=O.C[O:25][C:26]([C:28]1[CH:37]=[C:36]([OH:38])[C:35]2[C:30](=[C:31]([NH2:45])[CH:32]=[CH:33][C:34]=2[C:39]2[CH:44]=[CH:43][CH:42]=[CH:41][CH:40]=2)[N:29]=1)=[O:27], predict the reaction product. The product is: [C:39]1([C:34]2[CH:33]=[CH:32][C:31]([NH2:45])=[C:30]3[C:35]=2[C:36]([OH:38])=[CH:37][C:28]([C:26]([OH:27])=[O:25])=[N:29]3)[CH:40]=[CH:41][CH:42]=[CH:43][CH:44]=1. (3) Given the reactants [NH2:1][C:2]1[C:3]2[N:10]([C:11]3[CH:16]=[CH:15][C:14]([NH2:17])=[C:13]([O:18][CH3:19])[CH:12]=3)[N:9]=[C:8]([CH:20]3[CH2:25][CH2:24][N:23](C(OC(C)(C)C)=O)[CH2:22][CH2:21]3)[C:4]=2[N:5]=[CH:6][N:7]=1.Cl[C:34]([O:36][CH2:37][C:38]1[CH:43]=[CH:42][CH:41]=[CH:40][CH:39]=1)=[O:35].NC1C2N(C3C=CC(NC(C4N(C)C5C(C=4)=CC=CC=5)=O)=C(OC)C=3)N=C(C3CCNCC3)C=2N=CN=1.CO[C@@H]1[C@@H:96]([C:97]([O:99]C)=[O:98])[C@@H]2[C@@H](CN3[C@H](C2)C2NC4C=C(OC)C=CC=4C=2CC3)C[C@H]1[O:99][C:97]([C:96]1C=C(OC)C(OC)=C(OC)C=1)=[O:98], predict the reaction product. The product is: [C:97]([OH:99])(=[O:98])[CH3:96].[C:97]([OH:99])(=[O:98])[CH3:96].[NH2:1][C:2]1[C:3]2[N:10]([C:11]3[CH:16]=[CH:15][C:14]([NH:17][C:34](=[O:35])[O:36][CH2:37][C:38]4[CH:43]=[CH:42][CH:41]=[CH:40][CH:39]=4)=[C:13]([O:18][CH3:19])[CH:12]=3)[N:9]=[C:8]([CH:20]3[CH2:21][CH2:22][NH:23][CH2:24][CH2:25]3)[C:4]=2[N:5]=[CH:6][N:7]=1. (4) Given the reactants Br[CH2:2][C:3]([C:5]1[C:10](=[O:11])[NH:9][C:8]([CH3:12])=[C:7]([C:13]([O:15][CH2:16][CH3:17])=[O:14])[CH:6]=1)=O.[O:18]=[C:19]1[C:24]([C:25]([F:28])([F:27])[F:26])=[CH:23][CH:22]=[CH:21][N:20]1[CH2:29][CH2:30][C:31]([NH2:33])=[S:32], predict the reaction product. The product is: [CH3:12][C:8]1[NH:9][C:10](=[O:11])[C:5]([C:3]2[N:33]=[C:31]([CH2:30][CH2:29][N:20]3[CH:21]=[CH:22][CH:23]=[C:24]([C:25]([F:28])([F:26])[F:27])[C:19]3=[O:18])[S:32][CH:2]=2)=[CH:6][C:7]=1[C:13]([O:15][CH2:16][CH3:17])=[O:14].